Dataset: Reaction yield outcomes from USPTO patents with 853,638 reactions. Task: Predict the reaction yield, written as a fraction of the theoretical maximum amount of product (1.0 means a 100% yield; for example, 0.34 means a 34% yield). (1) The reactants are Br[C:2]1[CH:3]=[C:4]([N+:11]([O-:13])=[O:12])[CH:5]=[C:6]([N+:8]([O-:10])=[O:9])[CH:7]=1.[C:14]1([CH3:20])C=CC=C[CH:15]=1.C([O-])([O-])=O.[Cs+].[Cs+].B1(C2CC2)OC(=O)CN(C)CC(=O)O1. The catalyst is O. The product is [CH:20]1([C:2]2[CH:3]=[C:4]([N+:11]([O-:13])=[O:12])[CH:5]=[C:6]([N+:8]([O-:10])=[O:9])[CH:7]=2)[CH2:14][CH2:15]1. The yield is 0.640. (2) The reactants are [OH:1][CH2:2][CH2:3][CH2:4][CH2:5][O:6][C:7]1[N:16]=[C:15]2[C:10]([CH2:11][CH2:12][C:13](=[O:17])[NH:14]2)=[CH:9][CH:8]=1.C(N(CC)CC)C.[CH3:25][S:26](Cl)(=[O:28])=[O:27].O. The catalyst is ClCCl. The product is [CH3:25][S:26]([O:1][CH2:2][CH2:3][CH2:4][CH2:5][O:6][C:7]1[CH:8]=[CH:9][C:10]2[CH2:11][CH2:12][C:13](=[O:17])[NH:14][C:15]=2[N:16]=1)(=[O:28])=[O:27]. The yield is 0.800.